Task: Binary Classification. Given a drug SMILES string, predict its activity (active/inactive) in a high-throughput screening assay against a specified biological target.. Dataset: KCNQ2 potassium channel screen with 302,405 compounds The drug is O(C(=O)C1CCN(CC1)C1=C(NCc2ccc(cc2)C(=O)N(Cc2ccccc2)C)C(=O)C1=O)CC. The result is 0 (inactive).